Dataset: Catalyst prediction with 721,799 reactions and 888 catalyst types from USPTO. Task: Predict which catalyst facilitates the given reaction. (1) Reactant: [OH-:1].[K+].[C:3]1(=[O:10])[CH2:8][CH2:7][CH2:6][CH2:5][C:4]1=O.Br[CH2:12][C:13](=O)[C:14]([O:16]CC)=[O:15].[OH-].[Na+].Cl. Product: [O:10]=[C:3]1[C:4]2[C:13]([C:14]([OH:16])=[O:15])=[CH:12][O:1][C:5]=2[CH2:6][CH2:7][CH2:8]1. The catalyst class is: 24. (2) Reactant: [CH:1]([C:3]1[CH:4]=[C:5]([CH:19]([CH2:23][C:24]([OH:26])=[O:25])[C:20]([OH:22])=[O:21])[CH:6]=[C:7]([C:10]2[CH:15]=[CH:14][CH:13]=[C:12]([N+:16]([O-:18])=[O:17])[CH:11]=2)[C:8]=1[OH:9])=O.Cl.[NH2:28][C:29]1[CH:30]=[C:31]([CH:35]=[CH:36][C:37]=1[NH2:38])[C:32]([NH2:34])=[NH:33].C1(=O)C=CC(=O)C=C1. Product: [C:32]([C:31]1[CH:35]=[CH:36][C:37]2[NH:38][C:1]([C:3]3[CH:4]=[C:5]([CH:19]([CH2:23][C:24]([OH:26])=[O:25])[C:20]([OH:22])=[O:21])[CH:6]=[C:7]([C:10]4[CH:15]=[CH:14][CH:13]=[C:12]([N+:16]([O-:18])=[O:17])[CH:11]=4)[C:8]=3[OH:9])=[N:28][C:29]=2[CH:30]=1)(=[NH:33])[NH2:34]. The catalyst class is: 8. (3) Reactant: [C:1]([O:5][C:6]([N:8]1[CH2:13][CH2:12][N:11]([C:14](=[O:16])[CH3:15])[CH2:10][C@@H:9]1[C@@H:17]([OH:40])[C@H:18]([N:26]=C(C1C=CC=CC=1)C1C=CC=CC=1)[CH2:19][C:20]1[CH:25]=[CH:24][CH:23]=[CH:22][CH:21]=1)=[O:7])([CH3:4])([CH3:3])[CH3:2].[H][H]. Product: [C:1]([O:5][C:6]([N:8]1[CH2:13][CH2:12][N:11]([C:14](=[O:16])[CH3:15])[CH2:10][C@@H:9]1[C@@H:17]([OH:40])[C@H:18]([NH2:26])[CH2:19][C:20]1[CH:21]=[CH:22][CH:23]=[CH:24][CH:25]=1)=[O:7])([CH3:2])([CH3:3])[CH3:4]. The catalyst class is: 19. (4) Reactant: [CH3:1][NH:2][C:3]([N:5]1[C:17]2([CH2:22][CH2:21][N:20](C(OC(C)(C)C)=O)[CH2:19][CH2:18]2)[C:9]2=[CH:10][CH:11]=[C:12]([C:13]([F:16])([F:15])[F:14])[N:8]2[CH2:7][CH2:6]1)=[O:4].[ClH:30].O1CCOCC1. Product: [ClH:30].[CH3:1][NH:2][C:3]([N:5]1[C:17]2([CH2:22][CH2:21][NH:20][CH2:19][CH2:18]2)[C:9]2=[CH:10][CH:11]=[C:12]([C:13]([F:15])([F:16])[F:14])[N:8]2[CH2:7][CH2:6]1)=[O:4]. The catalyst class is: 10. (5) Product: [Cl:1][C:2]1[CH:3]=[C:4]2[C:9](=[CH:10][CH:11]=1)[CH:8]=[C:7]([S:12]([NH:15][C@H:16]1[CH2:20][CH2:19][N:18]([C@@H:21]([CH3:25])[C:22]([N:49]3[CH2:54][CH2:53][CH2:52][C@H:51]([NH:55][C:56](=[O:65])[O:57][CH2:58][C:59]4[CH:64]=[CH:63][CH:62]=[CH:61][CH:60]=4)[CH2:50]3)=[O:23])[C:17]1=[O:26])(=[O:14])=[O:13])[CH:6]=[CH:5]2. Reactant: [Cl:1][C:2]1[CH:3]=[C:4]2[C:9](=[CH:10][CH:11]=1)[CH:8]=[C:7]([S:12]([NH:15][C@H:16]1[CH2:20][CH2:19][N:18]([C@@H:21]([CH3:25])[C:22](O)=[O:23])[C:17]1=[O:26])(=[O:14])=[O:13])[CH:6]=[CH:5]2.Cl.CN(C)CCCN=C=NCC.C1C=CC2N(O)N=NC=2C=1.[NH:49]1[CH2:54][CH2:53][CH2:52][C@H:51]([NH:55][C:56](=[O:65])[O:57][CH2:58][C:59]2[CH:64]=[CH:63][CH:62]=[CH:61][CH:60]=2)[CH2:50]1. The catalyst class is: 347. (6) Reactant: [NH2:1][CH:2]1[CH2:7][CH2:6][CH:5]([N:8]2[C:12]3=[N:13][CH:14]=[N:15][C:16]([NH2:17])=[C:11]3[C:10]([C:18]3[CH:23]=[CH:22][C:21]([O:24][C:25]4[CH:30]=[CH:29][CH:28]=[CH:27][CH:26]=4)=[CH:20][CH:19]=3)=[N:9]2)[CH2:4][CH2:3]1.[C:31](O)(=[O:38])[C:32]1[CH:37]=[CH:36][CH:35]=[N:34][CH:33]=1.CN(C(ON1N=NC2C=CC=CC1=2)=[N+](C)C)C.[B-](F)(F)(F)F.CCN(C(C)C)C(C)C. The catalyst class is: 3. Product: [NH2:17][C:16]1[N:15]=[CH:14][N:13]=[C:12]2[N:8]([C@H:5]3[CH2:6][CH2:7][C@H:2]([NH:1][C:31](=[O:38])[C:32]4[CH:37]=[CH:36][CH:35]=[N:34][CH:33]=4)[CH2:3][CH2:4]3)[N:9]=[C:10]([C:18]3[CH:23]=[CH:22][C:21]([O:24][C:25]4[CH:30]=[CH:29][CH:28]=[CH:27][CH:26]=4)=[CH:20][CH:19]=3)[C:11]=12.